Predict the reaction yield, written as a fraction of the theoretical maximum amount of product (1.0 means a 100% yield; for example, 0.34 means a 34% yield). From a dataset of Reaction yield outcomes from USPTO patents with 853,638 reactions. (1) The reactants are Cl[C:2]1[C:7]([C:8]([NH:10][CH2:11][C:12]2[CH:17]=[CH:16][CH:15]=[C:14]([F:18])[CH:13]=2)=[O:9])=[C:6]([CH3:19])[CH:5]=[C:4]([N:20]2[CH2:25][CH2:24][O:23][CH2:22][CH2:21]2)[N:3]=1.[CH:26](/B(O)O)=[CH:27]\[CH3:28].CCO. The catalyst is C1(C)C=CC=CC=1.C1C=CC([P]([Pd]([P](C2C=CC=CC=2)(C2C=CC=CC=2)C2C=CC=CC=2)([P](C2C=CC=CC=2)(C2C=CC=CC=2)C2C=CC=CC=2)[P](C2C=CC=CC=2)(C2C=CC=CC=2)C2C=CC=CC=2)(C2C=CC=CC=2)C2C=CC=CC=2)=CC=1. The product is [F:18][C:14]1[CH:13]=[C:12]([CH:17]=[CH:16][CH:15]=1)[CH2:11][NH:10][C:8]([C:7]1[C:2](/[CH:26]=[CH:27]/[CH3:28])=[N:3][C:4]([N:20]2[CH2:25][CH2:24][O:23][CH2:22][CH2:21]2)=[CH:5][C:6]=1[CH3:19])=[O:9]. The yield is 0.740. (2) The reactants are Cl.[NH:2]1[CH2:6][CH2:5][CH:4]([C:7]2[CH:16]=[CH:15][CH:14]=[CH:13][C:8]=2[C:9]([O:11][CH3:12])=[O:10])[CH2:3]1.C(N(CC)CC)C.[CH3:24][C:25]([O:28][C:29](O[C:29]([O:28][C:25]([CH3:27])([CH3:26])[CH3:24])=[O:30])=[O:30])([CH3:27])[CH3:26]. The catalyst is ClCCl.CN(C)C1C=CN=CC=1. The product is [CH3:12][O:11][C:9]([C:8]1[CH:13]=[CH:14][CH:15]=[CH:16][C:7]=1[CH:4]1[CH2:5][CH2:6][N:2]([C:29]([O:28][C:25]([CH3:27])([CH3:26])[CH3:24])=[O:30])[CH2:3]1)=[O:10]. The yield is 1.00. (3) The yield is 0.860. The reactants are CCN(C(C)C)C(C)C.[CH3:10][O:11][C:12]1[CH:21]=[C:20]2[C:15]([CH:16]=[C:17]([C:23]([OH:25])=O)[C:18](=[O:22])[O:19]2)=[CH:14][CH:13]=1.CN(C(ON1N=NC2C=CC=NC1=2)=[N+](C)C)C.F[P-](F)(F)(F)(F)F.[N:50]1[C:51]([C:59]2[CH:60]=[C:61]([NH2:65])[CH:62]=[CH:63][CH:64]=2)=[CH:52][N:53]2[CH:58]=[CH:57][CH:56]=[CH:55][C:54]=12. The product is [N:50]1[C:51]([C:59]2[CH:60]=[C:61]([NH:65][C:23]([C:17]3[C:18](=[O:22])[O:19][C:20]4[C:15]([CH:16]=3)=[CH:14][CH:13]=[C:12]([O:11][CH3:10])[CH:21]=4)=[O:25])[CH:62]=[CH:63][CH:64]=2)=[CH:52][N:53]2[CH:58]=[CH:57][CH:56]=[CH:55][C:54]=12. The catalyst is CN(C)C=O. (4) The reactants are C([Sn](CCCC)(CCCC)[C:6]1[CH:11]=[CH:10][N:9]=[CH:8][CH:7]=1)CCC.[Cl:20][C:21]1[CH:26]=[CH:25][N:24]=[C:23]2[CH:27]=[C:28](I)[S:29][C:22]=12. The catalyst is CN(C=O)C. The product is [Cl:20][C:21]1[CH:26]=[CH:25][N:24]=[C:23]2[CH:27]=[C:28]([C:6]3[CH:7]=[CH:8][N:9]=[CH:10][CH:11]=3)[S:29][C:22]=12. The yield is 0.360. (5) The reactants are [Cl:1][C:2]1[CH:3]=[C:4]([N+:12]([O-:14])=[O:13])[C:5]([CH3:11])=[C:6]([CH:10]=1)[C:7]([OH:9])=[O:8].OS(O)(=O)=O.[CH3:20]O. No catalyst specified. The product is [Cl:1][C:2]1[CH:3]=[C:4]([N+:12]([O-:14])=[O:13])[C:5]([CH3:11])=[C:6]([CH:10]=1)[C:7]([O:9][CH3:20])=[O:8]. The yield is 0.350. (6) The reactants are Cl[C:2]1[CH:3]=[CH:4][C:5]2[C:14]3[C:9](=[CH:10][N:11]=[CH:12][CH:13]=3)[C:8](=[O:15])[N:7]([CH:16]3[CH2:18]C3)[C:6]=2[CH:19]=1.[C:20](=O)([O-])[O-:21].[Cs+].[Cs+].[C:26]([NH:33][C@H:34]([CH2:39][OH:40])[CH2:35][CH:36]([CH3:38])[CH3:37])([O:28][C:29]([CH3:32])([CH3:31])[CH3:30])=[O:27].C(P(C(C)(C)C)C1C=CC=CC=1C1C(C(C)C)=CC(C(C)C)=CC=1C(C)C)(C)(C)C. The catalyst is C1(C)C=CC=CC=1.C([O-])(=O)C.[Pd+2].C([O-])(=O)C. The product is [CH3:20][O:21][CH2:18][CH2:16][N:7]1[C:6]2[CH:19]=[C:2]([O:40][CH2:39][C@@H:34]([NH:33][C:26](=[O:27])[O:28][C:29]([CH3:31])([CH3:30])[CH3:32])[CH2:35][CH:36]([CH3:37])[CH3:38])[CH:3]=[CH:4][C:5]=2[C:14]2[C:9](=[CH:10][N:11]=[CH:12][CH:13]=2)[C:8]1=[O:15]. The yield is 0.490.